This data is from Reaction yield outcomes from USPTO patents with 853,638 reactions. The task is: Predict the reaction yield, written as a fraction of the theoretical maximum amount of product (1.0 means a 100% yield; for example, 0.34 means a 34% yield). (1) The catalyst is C1(C)C=CC=CC=1. The product is [C:1]([O:5][C:6](/[C:8](=[CH:9]/[CH2:19][O:20][CH3:21])/[CH2:17][C:12]1([C:11]([OH:18])=[O:10])[CH2:16][CH2:15][CH2:14][CH2:13]1)=[O:7])([CH3:3])([CH3:2])[CH3:4]. The reactants are [C:1]([O:5][C:6]([CH:8]1[CH2:17][C:12]2([CH2:16][CH2:15][CH2:14][CH2:13]2)[C:11](=[O:18])[O:10][CH:9]1[CH2:19][O:20][CH3:21])=[O:7])([CH3:4])([CH3:3])[CH3:2].N12CCCN=C1CCCCC2. The yield is 0.290. (2) The reactants are C(OP([CH2:9][C:10]([O:12][CH2:13][CH3:14])=[O:11])(OCC)=O)C.[H-].[Na+].[CH2:17]([O:21][C:22]1[C:31]2[C:26](=[CH:27][CH:28]=[C:29](C=O)[CH:30]=2)[C:25](=[O:34])[N:24]([CH2:35][CH:36]2[CH2:38][CH2:37]2)[C:23]=1[CH2:39][NH:40][C:41](=[O:47])[O:42][C:43]([CH3:46])([CH3:45])[CH3:44])[CH2:18][CH2:19][CH3:20].O.[CH3:49]N(C)C=O. No catalyst specified. The product is [CH2:17]([O:21][CH:22]1[C:31]2[C:26](=[CH:27][CH:28]=[CH:29][CH:30]=2)[C:25](=[O:34])[N:24]([CH2:35][CH:36]2[CH2:38][CH2:37]2)[C:23]1(/[CH:49]=[CH:9]/[C:10]([O:12][CH2:13][CH3:14])=[O:11])[CH2:39][NH:40][C:41]([O:42][C:43]([CH3:44])([CH3:46])[CH3:45])=[O:47])[CH2:18][CH2:19][CH3:20]. The yield is 0.771. (3) The reactants are [NH2:1][C:2]1[CH:10]=[C:9]([O:11][CH3:12])[CH:8]=[C:7]([O:13][CH3:14])[C:3]=1[C:4]([NH2:6])=[O:5].[OH:15][CH2:16][CH2:17][O:18][C:19]1[C:26]([CH3:27])=[CH:25][C:22]([CH:23]=O)=[CH:21][C:20]=1[CH3:28].OS([O-])=O.[Na+].CC1C=CC(S(O)(=O)=O)=CC=1. The catalyst is CN(C)C(=O)C. The product is [OH:15][CH2:16][CH2:17][O:18][C:19]1[C:26]([CH3:27])=[CH:25][C:22]([C:23]2[NH:6][C:4](=[O:5])[C:3]3[C:2](=[CH:10][C:9]([O:11][CH3:12])=[CH:8][C:7]=3[O:13][CH3:14])[N:1]=2)=[CH:21][C:20]=1[CH3:28]. The yield is 0.520. (4) The reactants are C([Si]([S:11][C:12]1[CH:13]=[C:14]2[C:18](=[CH:19][CH:20]=1)[N:17]([CH3:21])[N:16]=[CH:15]2)(C(C)C)C(C)C)(C)C.C(=O)([O-])[O-].[K+].[K+].[F-].[Cs+].F[C:31]1[CH:38]=[CH:37][C:36]([F:39])=[CH:35][C:32]=1[C:33]#[N:34]. The catalyst is CN(C=O)C. The product is [CH3:21][N:17]1[C:18]2[C:14](=[CH:13][C:12]([S:11][C:31]3[CH:38]=[CH:37][C:36]([F:39])=[CH:35][C:32]=3[C:33]#[N:34])=[CH:20][CH:19]=2)[CH:15]=[N:16]1. The yield is 0.750.